From a dataset of Forward reaction prediction with 1.9M reactions from USPTO patents (1976-2016). Predict the product of the given reaction. The product is: [CH3:17][O:18][C:19](=[O:26])[CH2:20][CH2:21][CH2:22][CH2:23][CH2:24][O:16][C:9]1[CH:10]=[CH:11][C:12]([N+:13]([O-:15])=[O:14])=[C:7]([NH:6][CH2:5][CH2:4][CH2:3][O:2][CH3:1])[CH:8]=1. Given the reactants [CH3:1][O:2][CH2:3][CH2:4][CH2:5][NH:6][C:7]1[CH:8]=[C:9]([OH:16])[CH:10]=[CH:11][C:12]=1[N+:13]([O-:15])=[O:14].[CH3:17][O:18][C:19](=[O:26])[CH2:20][CH2:21][CH2:22][CH2:23][CH2:24]Br, predict the reaction product.